This data is from Full USPTO retrosynthesis dataset with 1.9M reactions from patents (1976-2016). The task is: Predict the reactants needed to synthesize the given product. (1) Given the product [OH:1][C@H:2]([CH3:25])[C@H:3]([N:9]1[CH2:12][C:11]2([CH2:16][CH2:15][CH2:14][NH:13]2)[C:10]1=[O:24])[C:4]1[O:8][N:7]=[CH:6][N:5]=1, predict the reactants needed to synthesize it. The reactants are: [OH:1][C@H:2]([CH3:25])[C@H:3]([N:9]1[CH2:12][C:11]2([CH2:16][CH2:15][CH2:14][N:13]2C(OC(C)(C)C)=O)[C:10]1=[O:24])[C:4]1[O:8][N:7]=[CH:6][N:5]=1.C(O)(C(F)(F)F)=O. (2) Given the product [Cl:7][CH2:8][C:9]([NH:1][CH:2]([CH2:5][CH3:6])[CH2:3][OH:4])=[O:10], predict the reactants needed to synthesize it. The reactants are: [NH2:1][CH:2]([CH2:5][CH3:6])[CH2:3][OH:4].[Cl:7][CH2:8][C:9](Cl)=[O:10].